Predict the reaction yield, written as a fraction of the theoretical maximum amount of product (1.0 means a 100% yield; for example, 0.34 means a 34% yield). From a dataset of Reaction yield outcomes from USPTO patents with 853,638 reactions. (1) The yield is 0.598. The reactants are [CH3:1][S:2](Cl)(=[O:4])=[O:3].[F:6][C:7]1[CH:8]=[C:9]2[C:28](=[CH:29][CH:30]=1)[O:27][CH2:26][CH2:25][CH2:24][NH:23][CH2:22][C:21]1=[C:31]3[N:32]=[C:15]([CH:16]=[CH:17][N:18]3[N:19]=[CH:20]1)[N:14]1[C@@H:10]2[CH2:11][CH2:12][CH2:13]1.CCN(C(C)C)C(C)C. The catalyst is C(Cl)Cl. The product is [F:6][C:7]1[CH:8]=[C:9]2[C:28](=[CH:29][CH:30]=1)[O:27][CH2:26][CH2:25][CH2:24][N:23]([S:2]([CH3:1])(=[O:4])=[O:3])[CH2:22][C:21]1=[C:31]3[N:32]=[C:15]([CH:16]=[CH:17][N:18]3[N:19]=[CH:20]1)[N:14]1[C@@H:10]2[CH2:11][CH2:12][CH2:13]1. (2) The reactants are [Cl:1][C:2]1[CH:3]=[C:4]([N:9]2[C@@H:16]3[C@@H:11]([CH2:12][CH2:13][NH:14][CH2:15]3)[CH2:10]2)[CH:5]=[N:6][C:7]=1[Cl:8].O.[CH3:18][C:19]1[CH:24]=[CH:23][C:22]([S:25]([OH:28])(=[O:27])=[O:26])=[CH:21][CH:20]=1. The product is [CH3:18][C:19]1[CH:20]=[CH:21][C:22]([S:25]([OH:28])(=[O:27])=[O:26])=[CH:23][CH:24]=1.[Cl:1][C:2]1[CH:3]=[C:4]([N:9]2[C@@H:16]3[C@@H:11]([CH2:12][CH2:13][NH:14][CH2:15]3)[CH2:10]2)[CH:5]=[N:6][C:7]=1[Cl:8]. No catalyst specified. The yield is 0.670.